Dataset: Peptide-MHC class II binding affinity with 134,281 pairs from IEDB. Task: Regression. Given a peptide amino acid sequence and an MHC pseudo amino acid sequence, predict their binding affinity value. This is MHC class II binding data. The peptide sequence is CDDALIEGITLLNAK. The MHC is DRB1_0802 with pseudo-sequence DRB1_0802. The binding affinity (normalized) is 0.581.